This data is from Full USPTO retrosynthesis dataset with 1.9M reactions from patents (1976-2016). The task is: Predict the reactants needed to synthesize the given product. (1) Given the product [CH3:11][N:12]([C:2]1[CH:7]=[CH:6][C:5]([N+:8]([O-:10])=[O:9])=[CH:4][N:3]=1)[CH2:13][CH2:14][OH:15], predict the reactants needed to synthesize it. The reactants are: Cl[C:2]1[CH:7]=[CH:6][C:5]([N+:8]([O-:10])=[O:9])=[CH:4][N:3]=1.[CH3:11][NH:12][CH2:13][CH2:14][OH:15]. (2) Given the product [CH2:15]([NH:22][C:2]1[N:7]=[C:6]2[N:8]([CH3:14])[C:9](=[O:13])[C:10]([CH3:12])([CH3:11])[C:5]2=[CH:4][CH:3]=1)[C:16]1[CH:21]=[CH:20][CH:19]=[CH:18][CH:17]=1, predict the reactants needed to synthesize it. The reactants are: Cl[C:2]1[N:7]=[C:6]2[N:8]([CH3:14])[C:9](=[O:13])[C:10]([CH3:12])([CH3:11])[C:5]2=[CH:4][CH:3]=1.[CH2:15]([NH2:22])[C:16]1[CH:21]=[CH:20][CH:19]=[CH:18][CH:17]=1.CC(C)([O-])C.[Na+].C1C=CC(P(C2C(C3C(P(C4C=CC=CC=4)C4C=CC=CC=4)=CC=C4C=3C=CC=C4)=C3C(C=CC=C3)=CC=2)C2C=CC=CC=2)=CC=1. (3) Given the product [F:8][C:7]1[CH:6]=[C:5]([C:9]2[C:18]3[C:13](=[CH:14][C:15]([S:19]([NH:22][C:23]4[CH:27]=[CH:26][O:25][N:24]=4)(=[O:20])=[O:21])=[CH:16][CH:17]=3)[CH:12]=[N:11][N:10]=2)[C:4]([O:28][CH3:29])=[CH:3][C:2]=1[C:37]1[CH:42]=[CH:41][CH:40]=[C:39]([C:43]([F:46])([F:45])[F:44])[CH:38]=1, predict the reactants needed to synthesize it. The reactants are: Br[C:2]1[C:7]([F:8])=[CH:6][C:5]([C:9]2[C:18]3[C:13](=[CH:14][C:15]([S:19]([NH:22][C:23]4[CH:27]=[CH:26][O:25][N:24]=4)(=[O:21])=[O:20])=[CH:16][CH:17]=3)[CH:12]=[N:11][N:10]=2)=[C:4]([O:28][CH3:29])[CH:3]=1.C(=O)([O-])[O-].[K+].[K+].B(O)(O)[C:37]1[CH:42]=[CH:41][CH:40]=[C:39]([C:43]([F:46])([F:45])[F:44])[CH:38]=1. (4) Given the product [N+:1]([C:4]1[CH:9]=[CH:8][C:7]([S:10][CH2:15][C:16]2[CH:21]=[CH:20][CH:19]=[CH:18][N:17]=2)=[CH:6][CH:5]=1)([O-:3])=[O:2], predict the reactants needed to synthesize it. The reactants are: [N+:1]([C:4]1[CH:9]=[CH:8][C:7]([SH:10])=[CH:6][CH:5]=1)([O-:3])=[O:2].[OH-].[Na+].Cl.Cl[CH2:15][C:16]1[CH:21]=[CH:20][CH:19]=[CH:18][N:17]=1. (5) Given the product [C:31]([O:17][C:18]1[CH:30]=[CH:29][CH:28]=[CH:27][C:19]=1[C:20]1[O:26][C:23](=[O:25])/[C:22](=[CH:9]/[C:8]2[CH:11]=[CH:12][C:5]([O:4][C:3]3[CH:13]=[CH:14][CH:15]=[CH:16][C:2]=3[Br:1])=[CH:6][CH:7]=2)/[N:21]=1)(=[O:33])[CH3:32], predict the reactants needed to synthesize it. The reactants are: [Br:1][C:2]1[CH:16]=[CH:15][CH:14]=[CH:13][C:3]=1[O:4][C:5]1[CH:12]=[CH:11][C:8]([CH:9]=O)=[CH:7][CH:6]=1.[OH:17][C:18]1[CH:30]=[CH:29][CH:28]=[CH:27][C:19]=1[C:20](=[O:26])[NH:21][CH2:22][C:23]([OH:25])=O.[C:31]([O-])(=[O:33])[CH3:32].[Na+]. (6) Given the product [ClH:39].[F:32][C:4]1[CH:5]=[C:6]([S:9]([N:12]2[CH:13]=[C:14]([CH2:23][NH:24][CH3:25])[CH:15]=[C:16]2[C:17]2[CH:18]=[CH:19][CH:20]=[CH:21][CH:22]=2)(=[O:11])=[O:10])[CH:7]=[CH:8][C:3]=1[C:1]#[N:2], predict the reactants needed to synthesize it. The reactants are: [C:1]([C:3]1[CH:8]=[CH:7][C:6]([S:9]([N:12]2[C:16]([C:17]3[CH:22]=[CH:21][CH:20]=[CH:19][CH:18]=3)=[CH:15][C:14]([CH2:23][NH:24][C:25](=O)OC(C)(C)C)=[CH:13]2)(=[O:11])=[O:10])=[CH:5][C:4]=1[F:32])#[N:2].C(OCC)(=O)C.[ClH:39]. (7) Given the product [CH2:13]([O:12][C:10]([NH:9][CH2:8][CH2:7][CH2:6][C@@H:5]([NH:20][C:21]([O:23][C:24]([CH3:25])([CH3:26])[CH3:27])=[O:22])[C:4](=[O:28])[CH3:30])=[O:11])[C:14]1[CH:15]=[CH:16][CH:17]=[CH:18][CH:19]=1, predict the reactants needed to synthesize it. The reactants are: CON(C)[C:4](=[O:28])[C@H:5]([NH:20][C:21]([O:23][C:24]([CH3:27])([CH3:26])[CH3:25])=[O:22])[CH2:6][CH2:7][CH2:8][NH:9][C:10]([O:12][CH2:13][C:14]1[CH:19]=[CH:18][CH:17]=[CH:16][CH:15]=1)=[O:11].[CH3:30][Mg+].[Br-].[NH4+].[Cl-]. (8) Given the product [C:2]1([CH3:1])[CH:12]=[CH:11][CH:10]=[CH:9][C:3]=1[CH2:4][CH2:5][CH2:6][OH:7], predict the reactants needed to synthesize it. The reactants are: [CH3:1][C:2]1[CH:12]=[CH:11][CH:10]=[CH:9][C:3]=1[CH2:4][CH2:5][C:6](O)=[O:7].[H-].[Al+3].[Li+].[H-].[H-].[H-]. (9) Given the product [CH3:1][O:2][C:3]1[CH:4]=[C:5]([CH:6]=[CH:7][C:8]=1[OH:9])/[CH:10]=[CH:11]\[CH:17]([S:18][CH:12](/[CH:11]=[CH:10]\[C:5]1[CH:6]=[CH:7][C:8]([OH:9])=[C:3]([O:2][CH3:1])[CH:4]=1)[C:13]1[CH:20]=[CH:19][C:16]([CH3:17])=[CH:15][CH:14]=1)[C:16]1[CH:19]=[CH:20][C:13]([CH3:12])=[CH:14][CH:15]=1, predict the reactants needed to synthesize it. The reactants are: [CH3:1][O:2][C:3]1[CH:4]=[C:5]([C:10]#[CH:11])[CH:6]=[CH:7][C:8]=1[OH:9].[CH3:12][C:13]1[CH:20]=[CH:19][C:16]([CH2:17][SH:18])=[CH:15][CH:14]=1.[Na]. (10) Given the product [Cl:1][C:2]1[CH:3]=[CH:4][C:5]([C:8]2[CH:13]=[CH:12][C:11]([C:14]([F:16])([F:17])[F:15])=[C:10]([CH:18]3[C:20](=[O:19])[C:21]([CH3:28])([CH3:29])[O:22][C:23]([CH3:27])([CH3:26])[C:24]3=[O:25])[CH:9]=2)=[CH:6][CH:7]=1, predict the reactants needed to synthesize it. The reactants are: [Cl:1][C:2]1[CH:7]=[CH:6][C:5]([C:8]2[CH:13]=[CH:12][C:11]([C:14]([F:17])([F:16])[F:15])=[C:10]([CH:18]3[C:20]4([C:24](=[O:25])[C:23]([CH3:27])([CH3:26])[O:22][C:21]4([CH3:29])[CH3:28])[O:19]3)[CH:9]=2)=[CH:4][CH:3]=1.S(=O)(=O)(O)O.